The task is: Predict the reaction yield, written as a fraction of the theoretical maximum amount of product (1.0 means a 100% yield; for example, 0.34 means a 34% yield).. This data is from Reaction yield outcomes from USPTO patents with 853,638 reactions. (1) The reactants are [Cl:1][C:2]1[C:9]([CH3:10])=[C:8]([NH:11][C@@H:12]([C:16]2[O:17][C:18]([C:21]3[CH:26]=[CH:25][CH:24]=[CH:23][CH:22]=3)=[N:19][N:20]=2)[C@@H:13]([OH:15])[CH3:14])[CH:7]=[CH:6][C:3]=1[C:4]#[N:5].N1C=CC=CC=1.[C:33](Cl)(=[O:36])[CH2:34][CH3:35]. The catalyst is C(Cl)Cl. The product is [C:33]([O:15][C@@H:13]([CH3:14])[C@@H:12]([NH:11][C:8]1[CH:7]=[CH:6][C:3]([C:4]#[N:5])=[C:2]([Cl:1])[C:9]=1[CH3:10])[C:16]1[O:17][C:18]([C:21]2[CH:26]=[CH:25][CH:24]=[CH:23][CH:22]=2)=[N:19][N:20]=1)(=[O:36])[CH2:34][CH3:35]. The yield is 0.980. (2) The reactants are [CH2:1]([NH:8][C:9]1[C:18]2[CH2:17]C[CH2:15][CH2:14][C:13]=2[N:12]=[C:11]([Cl:19])[N:10]=1)[C:2]1[CH:7]=[CH:6][CH:5]=[CH:4][CH:3]=1.CS([O-])=[O:22].[Na+].N1CCC[C@H]1C(O)=O. The catalyst is CS(C)=O.[Cu]I. The product is [CH2:1]([NH:8][C:9]1[C:18]2[CH2:17][O:22][CH2:15][CH2:14][C:13]=2[N:12]=[C:11]([Cl:19])[N:10]=1)[C:2]1[CH:7]=[CH:6][CH:5]=[CH:4][CH:3]=1. The yield is 0.600. (3) The reactants are [CH2:1]([N:8]1[C:13](=[O:14])[C:12]([C:15]2[CH:20]=[CH:19][C:18]([F:21])=[CH:17][CH:16]=2)=[C:11]([C:22]2[CH:27]=[CH:26][C:25]([S:28]([NH2:31])(=[O:30])=[O:29])=[C:24]([F:32])[CH:23]=2)[CH:10]=[N:9]1)[C:2]1[CH:7]=[CH:6]C=CC=1.Br[CH2:34]C=C(C)C. No catalyst specified. The product is [CH3:6][C:7]([CH3:34])=[CH:2][CH2:1][N:8]1[C:13](=[O:14])[C:12]([C:15]2[CH:20]=[CH:19][C:18]([F:21])=[CH:17][CH:16]=2)=[C:11]([C:22]2[CH:27]=[CH:26][C:25]([S:28]([NH2:31])(=[O:29])=[O:30])=[C:24]([F:32])[CH:23]=2)[CH:10]=[N:9]1. The yield is 0.300. (4) The reactants are [N+:1]([C:4]1[CH:8]=[CH:7][NH:6][N:5]=1)([O-:3])=[O:2].[N+:9]([O-])([OH:11])=[O:10].C(OC(=O)C)(=O)C. The catalyst is C(O)(=O)C. The product is [N+:9]([N:6]1[CH:7]=[CH:8][C:4]([N+:1]([O-:3])=[O:2])=[N:5]1)([O-:11])=[O:10]. The yield is 0.970. (5) The reactants are C1(S(C2(SC)[CH2:15][C@H:14]3[C@:12]([C:16]4[C:25]5[C:20](=[CH:21][CH:22]=[CH:23][CH:24]=5)[CH:19]=[CH:18][CH:17]=4)([CH2:13]3)[CH2:11]2)(=O)=O)C=CC=CC=1.[CH3:28][OH:29].Cl. The catalyst is C(OCC)(=O)C.CCCCCC. The product is [C:16]1([C@:12]23[CH2:13][C@H:14]2[CH2:15][C:28](=[O:29])[CH2:11]3)[C:25]2[C:20](=[CH:21][CH:22]=[CH:23][CH:24]=2)[CH:19]=[CH:18][CH:17]=1. The yield is 0.990.